Dataset: Oral bioavailability binary classification data from Ma et al.. Task: Regression/Classification. Given a drug SMILES string, predict its absorption, distribution, metabolism, or excretion properties. Task type varies by dataset: regression for continuous measurements (e.g., permeability, clearance, half-life) or binary classification for categorical outcomes (e.g., BBB penetration, CYP inhibition). Dataset: bioavailability_ma. The drug is C[C@H](CN1CCOCC1)C(C(=O)N1CCCC1)(c1ccccc1)c1ccccc1. The result is 1 (high bioavailability).